From a dataset of Forward reaction prediction with 1.9M reactions from USPTO patents (1976-2016). Predict the product of the given reaction. Given the reactants [OH:1][CH2:2][C@H:3]1[N:8]([S:9]([C:12]2[CH:17]=[CH:16][C:15]([CH3:18])=[CH:14][CH:13]=2)(=[O:11])=[O:10])[CH2:7][C@H:6]([OH:19])[CH2:5][CH2:4]1.N1C=CN=C1.[CH:25]([Si:28](Cl)([CH:32]([CH3:34])[CH3:33])[CH:29]([CH3:31])[CH3:30])([CH3:27])[CH3:26], predict the reaction product. The product is: [C:15]1([CH3:18])[CH:16]=[CH:17][C:12]([S:9]([N:8]2[C@H:3]([CH2:2][O:1][Si:28]([CH:32]([CH3:34])[CH3:33])([CH:29]([CH3:31])[CH3:30])[CH:25]([CH3:27])[CH3:26])[CH2:4][CH2:5][C@@H:6]([OH:19])[CH2:7]2)(=[O:11])=[O:10])=[CH:13][CH:14]=1.